This data is from Reaction yield outcomes from USPTO patents with 853,638 reactions. The task is: Predict the reaction yield, written as a fraction of the theoretical maximum amount of product (1.0 means a 100% yield; for example, 0.34 means a 34% yield). (1) The reactants are [Cl:1][C:2]1[C:24]([Cl:25])=[CH:23][C:5]2[N:6]([C:11]3[CH:16]=[CH:15][C:14]([CH2:17][C:18]([O:20]CC)=[O:19])=[CH:13][CH:12]=3)[C:7]([CH2:9][CH3:10])=[N:8][C:4]=2[CH:3]=1.[OH-].[Na+]. The catalyst is CO. The product is [Cl:1][C:2]1[C:24]([Cl:25])=[CH:23][C:5]2[N:6]([C:11]3[CH:12]=[CH:13][C:14]([CH2:17][C:18]([OH:20])=[O:19])=[CH:15][CH:16]=3)[C:7]([CH2:9][CH3:10])=[N:8][C:4]=2[CH:3]=1. The yield is 0.860. (2) The reactants are Cl.[F:2][C:3]([F:12])([F:11])[CH:4]1[CH:9]([OH:10])[CH2:8][CH2:7][NH:6][CH2:5]1.[C:13](O[C:13]([O:15][C:16]([CH3:19])([CH3:18])[CH3:17])=[O:14])([O:15][C:16]([CH3:19])([CH3:18])[CH3:17])=[O:14].C(N(C(C)C)C(C)C)C. The catalyst is C(#N)C. The product is [OH:10][CH:9]1[CH2:8][CH2:7][N:6]([C:13]([O:15][C:16]([CH3:19])([CH3:18])[CH3:17])=[O:14])[CH2:5][CH:4]1[C:3]([F:2])([F:11])[F:12]. The yield is 0.680. (3) The reactants are [F:1][C:2]1[CH:3]=[C:4]([S:8]([C:11]2[CH:12]=[C:13]3[C:17](=[CH:18][CH:19]=2)[N:16]([CH:20]2[CH2:25][CH2:24][N:23](C(OC(C)(C)C)=O)[CH2:22][CH2:21]2)[CH2:15][CH2:14]3)(=[O:10])=[O:9])[CH:5]=[CH:6][CH:7]=1.[ClH:33]. The catalyst is O1CCOCC1. The product is [ClH:33].[F:1][C:2]1[CH:3]=[C:4]([S:8]([C:11]2[CH:12]=[C:13]3[C:17](=[CH:18][CH:19]=2)[N:16]([CH:20]2[CH2:25][CH2:24][NH:23][CH2:22][CH2:21]2)[CH2:15][CH2:14]3)(=[O:10])=[O:9])[CH:5]=[CH:6][CH:7]=1. The yield is 0.940. (4) The reactants are [CH3:1][O:2][C:3]1[CH:8]=[CH:7][C:6]([C:9]2[S:13][C:12]([C:14]([NH:16][C:17]3([C:24]([O:26]C)=[O:25])[CH2:23][CH2:22][CH2:21][CH2:20][CH2:19][CH2:18]3)=[O:15])=[C:11]([NH:28][C:29]([NH:31][C:32]3[C:37]([CH3:38])=[CH:36][C:35]([CH3:39])=[CH:34][C:33]=3[CH3:40])=[O:30])[CH:10]=2)=[CH:5][CH:4]=1.[OH-].[Li+]. The catalyst is O1CCOCC1. The product is [CH3:1][O:2][C:3]1[CH:4]=[CH:5][C:6]([C:9]2[S:13][C:12]([C:14]([NH:16][C:17]3([C:24]([OH:26])=[O:25])[CH2:18][CH2:19][CH2:20][CH2:21][CH2:22][CH2:23]3)=[O:15])=[C:11]([NH:28][C:29]([NH:31][C:32]3[C:37]([CH3:38])=[CH:36][C:35]([CH3:39])=[CH:34][C:33]=3[CH3:40])=[O:30])[CH:10]=2)=[CH:7][CH:8]=1. The yield is 0.770. (5) The reactants are [F:1][C:2]1[C:3](Br)=[C:4](Br)[CH:5]=[CH:6][C:7]=1[F:8].[O:11]1[CH:15]=[CH:14][CH:13]=[CH:12]1.[Li]CCCC. The catalyst is CCOCC. The product is [F:1][C:2]1[CH:3]=[C:4]2[C:5](=[CH:6][C:7]=1[F:8])[CH:15]1[O:11][CH:12]2[CH:13]=[CH:14]1. The yield is 0.700. (6) The reactants are [CH2:1]([N:8]1[C:16](O)([C:17]2[CH:22]=[CH:21][C:20]([O:23][CH2:24][O:25][CH2:26][CH2:27][Si:28]([CH3:31])([CH3:30])[CH3:29])=[CH:19][CH:18]=2)[C:15]2[C:10](=[CH:11][CH:12]=[CH:13][CH:14]=2)[C:9]1=[O:33])[C:2]1[CH:7]=[CH:6][CH:5]=[CH:4][CH:3]=1.S(Cl)([Cl:36])=O. The catalyst is CN(C=O)C. The product is [CH2:1]([N:8]1[C:16]([Cl:36])([C:17]2[CH:22]=[CH:21][C:20]([O:23][CH2:24][O:25][CH2:26][CH2:27][Si:28]([CH3:31])([CH3:30])[CH3:29])=[CH:19][CH:18]=2)[C:15]2[C:10](=[CH:11][CH:12]=[CH:13][CH:14]=2)[C:9]1=[O:33])[C:2]1[CH:7]=[CH:6][CH:5]=[CH:4][CH:3]=1. The yield is 1.00. (7) The reactants are Cl[C:2]1[C:3]([N:8]2[CH2:13][CH2:12][O:11][CH2:10][CH2:9]2)=[N:4][CH:5]=[CH:6][N:7]=1.[OH-].[Na+].O. The catalyst is CS(C)=O. The product is [O:11]1[CH2:12][CH2:13][N:8]([C:3]2[CH:2]=[N:7][CH:6]=[CH:5][N:4]=2)[CH2:9][CH2:10]1. The yield is 0.929. (8) The reactants are [OH:1][C:2]1[CH:6]=[C:5]([C:7]([F:10])([F:9])[F:8])[S:4][C:3]=1[CH2:11][N:12]1[C:20]2[C:15](=[CH:16][CH:17]=[CH:18][CH:19]=2)[C:14]2([C:24]3=[CH:25][C:26]4[O:30][CH2:29][O:28][C:27]=4[CH:31]=[C:23]3[O:22][CH2:21]2)[C:13]1=[O:32].[OH-].[Na+].I[CH3:36]. The catalyst is CN(C)C=O. The product is [CH3:36][O:1][C:2]1[CH:6]=[C:5]([C:7]([F:8])([F:9])[F:10])[S:4][C:3]=1[CH2:11][N:12]1[C:20]2[C:15](=[CH:16][CH:17]=[CH:18][CH:19]=2)[C:14]2([C:24]3=[CH:25][C:26]4[O:30][CH2:29][O:28][C:27]=4[CH:31]=[C:23]3[O:22][CH2:21]2)[C:13]1=[O:32]. The yield is 0.810. (9) The reactants are [CH3:1][C:2]1[N:3]([C:23]2[CH:28]=[CH:27][CH:26]=[C:25]([C:29]([F:32])([F:31])[F:30])[CH:24]=2)[C:4](=[O:22])[C:5]([C:8]([NH:10][CH2:11][C:12]2[CH:17]=[CH:16][C:15]([S:18]([CH3:21])(=[O:20])=[O:19])=[CH:14][N:13]=2)=[O:9])=[N:6][CH:7]=1.[Br:33]N1C(=O)CCC1=O.O. The catalyst is CN(C=O)C. The product is [Br:33][C:7]1[N:6]=[C:5]([C:8]([NH:10][CH2:11][C:12]2[CH:17]=[CH:16][C:15]([S:18]([CH3:21])(=[O:20])=[O:19])=[CH:14][N:13]=2)=[O:9])[C:4](=[O:22])[N:3]([C:23]2[CH:28]=[CH:27][CH:26]=[C:25]([C:29]([F:30])([F:32])[F:31])[CH:24]=2)[C:2]=1[CH3:1]. The yield is 0.920.